Dataset: Reaction yield outcomes from USPTO patents with 853,638 reactions. Task: Predict the reaction yield, written as a fraction of the theoretical maximum amount of product (1.0 means a 100% yield; for example, 0.34 means a 34% yield). (1) The reactants are [Cl:1][C:2]1[CH:7]=[CH:6][C:5]([S:8]([CH2:11][C:12]2[CH:17]=[C:16]([F:18])[CH:15]=[CH:14][C:13]=2[F:19])(=[O:10])=[O:9])=[CH:4][CH:3]=1.[CH3:20][S:21][CH2:22][CH2:23][CH2:24][CH2:25]O.C(C=P(CCCC)(CCCC)CCCC)#N.CCCCCC. The catalyst is C1(C)C=CC=CC=1. The product is [Cl:1][C:2]1[CH:7]=[CH:6][C:5]([S:8]([CH:11]([C:12]2[CH:17]=[C:16]([F:18])[CH:15]=[CH:14][C:13]=2[F:19])[CH2:25][CH2:24][CH2:23][CH2:22][S:21][CH3:20])(=[O:10])=[O:9])=[CH:4][CH:3]=1. The yield is 0.440. (2) The reactants are [CH3:1][O:2][C:3]1[C:4]([CH3:31])=[C:5]([C:22]([O:29][CH3:30])=[C:23]([O:27][CH3:28])[C:24]=1[O:25][CH3:26])[CH2:6][C:7]1[CH:8]=[CH:9][C:10]([C:16]2[CH:21]=[CH:20][N:19]=[CH:18][CH:17]=2)=[C:11]([CH:15]=1)[C:12](O)=[O:13].[NH:32]1[CH2:37][CH2:36][O:35][CH2:34][CH2:33]1.CCN=C=NCCCN(C)C.Cl. The catalyst is C(Cl)Cl. The product is [CH3:1][O:2][C:3]1[C:4]([CH3:31])=[C:5]([C:22]([O:29][CH3:30])=[C:23]([O:27][CH3:28])[C:24]=1[O:25][CH3:26])[CH2:6][C:7]1[CH:8]=[CH:9][C:10]([C:16]2[CH:17]=[CH:18][N:19]=[CH:20][CH:21]=2)=[C:11]([CH:15]=1)[C:12]([N:32]1[CH2:37][CH2:36][O:35][CH2:34][CH2:33]1)=[O:13]. The yield is 0.880.